Dataset: Full USPTO retrosynthesis dataset with 1.9M reactions from patents (1976-2016). Task: Predict the reactants needed to synthesize the given product. (1) Given the product [CH2:25]([N:10]1[C:11]2[C:16](=[CH:15][CH:14]=[CH:13][CH:12]=2)[CH2:17][CH:8]([NH:7][C:6](=[O:18])[O:5][C:1]([CH3:4])([CH3:2])[CH3:3])[CH2:9]1)[C:26]1[CH:31]=[CH:30][CH:29]=[CH:28][CH:27]=1, predict the reactants needed to synthesize it. The reactants are: [C:1]([O:5][C:6](=[O:18])[NH:7][CH:8]1[CH2:17][C:16]2[C:11](=[CH:12][CH:13]=[CH:14][CH:15]=2)[NH:10][CH2:9]1)([CH3:4])([CH3:3])[CH3:2].C(=O)([O-])[O-].[K+].[K+].[CH2:25](Br)[C:26]1[CH:31]=[CH:30][CH:29]=[CH:28][CH:27]=1. (2) Given the product [C:21]([C:23]1[CH:28]=[C:27]([C:2]2[N:3]=[C:4]([NH:8][C:9]3[CH:14]=[CH:13][C:12]([N:15]4[CH2:20][CH2:19][O:18][CH2:17][CH2:16]4)=[CH:11][CH:10]=3)[N:5]=[CH:6][N:7]=2)[CH:26]=[CH:25][C:24]=1[NH:38][C:39]([C@@H:41]1[CH2:45][CH2:44][CH2:43][N:42]1[C:46]([O:48][C:49]([CH3:52])([CH3:51])[CH3:50])=[O:47])=[O:40])#[N:22], predict the reactants needed to synthesize it. The reactants are: Cl[C:2]1[N:7]=[CH:6][N:5]=[C:4]([NH:8][C:9]2[CH:14]=[CH:13][C:12]([N:15]3[CH2:20][CH2:19][O:18][CH2:17][CH2:16]3)=[CH:11][CH:10]=2)[N:3]=1.[C:21]([C:23]1[CH:28]=[C:27](B2OC(C)(C)C(C)(C)O2)[CH:26]=[CH:25][C:24]=1[NH:38][C:39]([C@@H:41]1[CH2:45][CH2:44][CH2:43][N:42]1[C:46]([O:48][C:49]([CH3:52])([CH3:51])[CH3:50])=[O:47])=[O:40])#[N:22].C1(P(C2C=CC=CC=2)C2C=CC=CC=2)C=CC=CC=1.C(=O)([O-])[O-].[Na+].[Na+]. (3) Given the product [CH3:15][C:16]1([CH3:24])[CH2:20][O:19][CH2:18][N:17]1[C:21]([N:1]1[C:5]2[CH:6]=[CH:7][C:8]([C:10]([OH:12])=[O:11])=[CH:9][C:4]=2[N:3]=[N:2]1)=[O:22], predict the reactants needed to synthesize it. The reactants are: [NH:1]1[C:5]2[CH:6]=[CH:7][C:8]([C:10]([OH:12])=[O:11])=[CH:9][C:4]=2[N:3]=[N:2]1.[H-].[Na+].[CH3:15][C:16]1([CH3:24])[CH2:20][O:19][CH2:18][N:17]1[C:21](Cl)=[O:22].O. (4) The reactants are: [N+:1]([C:4]1[CH:10]=[C:9]([N+:11]([O-:13])=[O:12])[C:8](F)=[CH:7][C:5]=1[NH2:6])([O-:3])=[O:2].[CH3:15][CH2:16][N:17](C(C)C)[CH:18](C)[CH3:19].C(NCC)C.O. Given the product [NH2:6][C:5]1[C:4]([N+:1]([O-:3])=[O:2])=[CH:10][C:9]([N+:11]([O-:13])=[O:12])=[C:8]([N:17]([CH2:18][CH3:19])[CH2:16][CH3:15])[CH:7]=1, predict the reactants needed to synthesize it. (5) The reactants are: [Br:1][C:2]1[C:3]([O:10][CH3:11])=[C:4]([CH2:8][NH2:9])[CH:5]=[CH:6][CH:7]=1.C([O-])([O-])=O.[Na+].[Na+].[CH3:18][C:19]([O:22][C:23](O[C:23]([O:22][C:19]([CH3:21])([CH3:20])[CH3:18])=[O:24])=[O:24])([CH3:21])[CH3:20]. Given the product [Br:1][C:2]1[C:3]([O:10][CH3:11])=[C:4]([CH2:8][NH:9][C:23](=[O:24])[O:22][C:19]([CH3:21])([CH3:20])[CH3:18])[CH:5]=[CH:6][CH:7]=1, predict the reactants needed to synthesize it. (6) Given the product [C:16]([O:5][CH2:4][CH2:3][C:2]([CH3:15])([CH3:1])[CH2:6][O:7][Si:8]([CH3:14])([CH3:13])[C:9]([CH3:10])([CH3:12])[CH3:11])(=[O:23])[C:17]1[CH:22]=[CH:21][CH:20]=[CH:19][CH:18]=1, predict the reactants needed to synthesize it. The reactants are: [CH3:1][C:2]([CH3:15])([CH2:6][O:7][Si:8]([CH3:14])([CH3:13])[C:9]([CH3:12])([CH3:11])[CH3:10])[CH2:3][CH2:4][OH:5].[C:16](Cl)(=[O:23])[C:17]1[CH:22]=[CH:21][CH:20]=[CH:19][CH:18]=1.C(N(CC)CC)C.